Dataset: Catalyst prediction with 721,799 reactions and 888 catalyst types from USPTO. Task: Predict which catalyst facilitates the given reaction. (1) Reactant: [F:1][C:2]1[CH:7]=[CH:6][C:5](C(=O)C)=[C:4]([OH:11])[CH:3]=1.C(=O)([O-])[O-:13].[Cs+].[Cs+].[I-].[Na+].Br[CH2:21][CH3:22]. Product: [CH2:21]([O:11][C:4]1[CH:3]=[C:2]([F:1])[CH:7]=[CH:6][C:5]=1[OH:13])[CH3:22]. The catalyst class is: 35. (2) Product: [NH4+:4].[OH-:20].[Cl:1][C:2]1[C:3]([NH:25][C:26]2[CH:31]=[CH:30][CH:29]=[CH:28][C:27]=2[NH:32][S:33]([CH3:36])(=[O:34])=[O:35])=[N:4][C:5]([NH:8][C:9]2[CH:24]=[CH:23][C:12]3[N:13]([CH3:22])[CH2:14][CH2:15][N:16]([CH2:18][CH2:19][O:20][CH3:21])[CH2:17][C:11]=3[CH:10]=2)=[N:6][CH:7]=1. Reactant: [Cl:1][C:2]1[C:3]([NH:25][C:26]2[CH:31]=[CH:30][CH:29]=[CH:28][C:27]=2[NH:32][S:33]([CH3:36])(=[O:35])=[O:34])=[N:4][C:5]([NH:8][C:9]2[CH:24]=[CH:23][C:12]3[N:13]([CH3:22])[CH2:14][CH2:15][N:16]([CH2:18][CH2:19][O:20][CH3:21])[CH2:17][C:11]=3[CH:10]=2)=[N:6][CH:7]=1.ClC1C(NC2C=CC=CC=2NS(C)(=O)=O)=NC(NC2C=CC3N(C)CCNCC=3C=2)=NC=1.C(N(C(C)C)CC)(C)C.BrCCOC. The catalyst class is: 3. (3) Reactant: [NH2:1][CH:2]([C:4]([OH:6])=[O:5])[CH3:3].C(N(CC)CC)C.C[Si](Cl)(C)C.[CH2:19]([CH:21]([CH2:25][CH2:26][CH2:27][CH2:28][CH2:29][CH3:30])[C:22](Cl)=[O:23])[CH3:20]. Product: [CH3:20][CH2:19][CH:21]([CH2:25][CH2:26][CH2:27][CH2:28][CH2:29][CH3:30])[C:22]([NH:1][CH:2]([CH3:3])[C:4]([OH:6])=[O:5])=[O:23]. The catalyst class is: 46. (4) Reactant: [CH:1]1([C:7]2[C:15]3[C:14](=[O:16])[NH:13][C:12]([C:17]4[CH:22]=[CH:21][C:20]([NH:23][CH3:24])=[CH:19][C:18]=4[O:25][CH3:26])=[N:11][C:10]=3[N:9]([CH3:27])[N:8]=2)[CH2:6][CH2:5][CH2:4][CH2:3][CH2:2]1.[CH3:28][S:29](Cl)(=[O:31])=[O:30].C(=O)([O-])O.[Na+]. Product: [CH:1]1([C:7]2[C:15]3[C:14](=[O:16])[NH:13][C:12]([C:17]4[CH:22]=[CH:21][C:20]([N:23]([CH3:24])[S:29]([CH3:28])(=[O:31])=[O:30])=[CH:19][C:18]=4[O:25][CH3:26])=[N:11][C:10]=3[N:9]([CH3:27])[N:8]=2)[CH2:2][CH2:3][CH2:4][CH2:5][CH2:6]1. The catalyst class is: 17. (5) Reactant: [C:1](Cl)(=O)C.[NH2:5][C:6]1[CH:14]=[C:13]([CH3:15])[CH:12]=[C:11]2[C:7]=1[CH:8]=[N:9][N:10]2[C:16]1[CH:17]=[C:18]([CH:22]=[CH:23][CH:24]=1)[C:19]([OH:21])=[O:20]. Product: [NH2:5][C:6]1[CH:14]=[C:13]([CH3:15])[CH:12]=[C:11]2[C:7]=1[CH:8]=[N:9][N:10]2[C:16]1[CH:17]=[C:18]([CH:22]=[CH:23][CH:24]=1)[C:19]([O:21][CH3:1])=[O:20]. The catalyst class is: 5. (6) Reactant: [CH3:1][N:2]([CH3:8])[C@H:3]1[CH2:7][CH2:6][NH:5][CH2:4]1.C(N(CC)CC)C.F[C:17]1[C:18]([C:35]2[CH:40]=[CH:39][CH:38]=[CH:37][CH:36]=2)=[C:19]([CH3:34])[C:20]([C:32]#[N:33])=[C:21]2[C:25]=1[O:24][C:23]([C:26]1[CH:27]=[N:28][CH:29]=[CH:30][CH:31]=1)=[N:22]2. Product: [CH3:1][N:2]([CH3:8])[C@H:3]1[CH2:7][CH2:6][N:5]([C:17]2[C:18]([C:35]3[CH:40]=[CH:39][CH:38]=[CH:37][CH:36]=3)=[C:19]([CH3:34])[C:20]([C:32]#[N:33])=[C:21]3[C:25]=2[O:24][C:23]([C:26]2[CH:27]=[N:28][CH:29]=[CH:30][CH:31]=2)=[N:22]3)[CH2:4]1. The catalyst class is: 16. (7) Reactant: [C:1]([C:3]1[CH:4]=[C:5]2[C:10](=[C:11]([OH:13])[CH:12]=1)[O:9][C:8]([CH3:15])([CH3:14])[CH2:7][C:6]2([CH3:17])[CH3:16])#[CH:2].[CH3:18][O:19][C:20](=[O:29])[CH2:21][C:22]1[CH:27]=[CH:26][C:25](I)=[CH:24][CH:23]=1.C(N(CC)CC)C.C(OCC)(=O)C. Product: [CH3:18][O:19][C:20](=[O:29])[CH2:21][C:22]1[CH:23]=[CH:24][C:25]([C:2]#[C:1][C:3]2[CH:4]=[C:5]3[C:10](=[C:11]([OH:13])[CH:12]=2)[O:9][C:8]([CH3:15])([CH3:14])[CH2:7][C:6]3([CH3:17])[CH3:16])=[CH:26][CH:27]=1. The catalyst class is: 730. (8) Reactant: [C:1]([NH2:5])(=[O:4])[CH:2]=[CH2:3].[CH2:6]=[CH:7][C:8]1[CH:13]=[CH:12][CH:11]=[CH:10][CH:9]=1.C(C1C=CC=CC=1C=C)=C.O. Product: [C:1]([NH2:5])(=[O:4])[CH:2]=[CH2:3].[CH2:6]=[CH:7][C:8]1[CH:13]=[CH:12][CH:11]=[CH:10][CH:9]=1. The catalyst class is: 8. (9) Reactant: [CH3:1][O:2][C:3]1[CH:12]=[C:11]2[C:6]([C:7]([NH:13][CH3:14])=[N:8][CH:9]=[N:10]2)=[CH:5][C:4]=1[NH2:15].[C:16]([O:20][C:21]([N:23]1[CH2:27][CH2:26][CH2:25][C@H:24]1[C:28](O)=[O:29])=[O:22])([CH3:19])([CH3:18])[CH3:17].CN(C(ON1N=NC2C=CC=NC1=2)=[N+](C)C)C.F[P-](F)(F)(F)(F)F.CCN(C(C)C)C(C)C. Product: [CH3:1][O:2][C:3]1[CH:12]=[C:11]2[C:6]([C:7]([NH:13][CH3:14])=[N:8][CH:9]=[N:10]2)=[CH:5][C:4]=1[NH:15][C:28]([C@@H:24]1[CH2:25][CH2:26][CH2:27][N:23]1[C:21]([O:20][C:16]([CH3:19])([CH3:18])[CH3:17])=[O:22])=[O:29]. The catalyst class is: 3.